Dataset: Forward reaction prediction with 1.9M reactions from USPTO patents (1976-2016). Task: Predict the product of the given reaction. Given the reactants Br[C:2]1[CH:7]=[CH:6][CH:5]=[C:4]([F:8])[N:3]=1.C([Mg]Cl)(C)C.CCOCC.[NH2:19][C:20]1[N:31]=[CH:30][C:29]([Br:32])=[CH:28][C:21]=1[C:22](N(OC)C)=[O:23], predict the reaction product. The product is: [NH2:19][C:20]1[C:21]([C:22]([C:2]2[CH:7]=[CH:6][CH:5]=[C:4]([F:8])[N:3]=2)=[O:23])=[CH:28][C:29]([Br:32])=[CH:30][N:31]=1.